Dataset: Forward reaction prediction with 1.9M reactions from USPTO patents (1976-2016). Task: Predict the product of the given reaction. (1) Given the reactants [C:1]([N:4]1[C:13]2[C:8](=[CH:9][C:10]([C:14](O)=[O:15])=[CH:11][CH:12]=2)[C@H:7]([NH:17][C:18]2[CH:23]=[CH:22][C:21]([CH:24]3[CH2:29][CH2:28][O:27][CH2:26][CH2:25]3)=[CH:20][CH:19]=2)[CH2:6][C@@H:5]1[CH3:30])(=[O:3])[CH3:2].[NH3:31], predict the reaction product. The product is: [C:1]([N:4]1[C:13]2[C:8](=[CH:9][C:10]([C:14]([NH2:31])=[O:15])=[CH:11][CH:12]=2)[CH:7]([NH:17][C:18]2[CH:23]=[CH:22][C:21]([CH:24]3[CH2:29][CH2:28][O:27][CH2:26][CH2:25]3)=[CH:20][CH:19]=2)[CH2:6][CH:5]1[CH3:30])(=[O:3])[CH3:2]. (2) Given the reactants C(OC(=O)C[SH:6])C.C(N(CC)CC)C.[N+:15]([C:18]1[CH:23]=[C:22]([N+:24]([O-:26])=[O:25])[CH:21]=[CH:20][C:19]=1F)([O-:17])=[O:16].[O:28]1[CH2:32][CH2:31][CH2:30][CH2:29]1, predict the reaction product. The product is: [CH2:29]([O:28][C:32](=[S:6])[CH2:31][C:19]1[CH:20]=[CH:21][C:22]([N+:24]([O-:26])=[O:25])=[CH:23][C:18]=1[N+:15]([O-:17])=[O:16])[CH3:30]. (3) Given the reactants [CH:1]([NH:4][CH:5]([CH3:7])[CH3:6])([CH3:3])[CH3:2].[Br:8][CH2:9][C:10](Br)=[O:11], predict the reaction product. The product is: [Br:8][CH2:9][C:10]([N:4]([CH:5]([CH3:7])[CH3:6])[CH:1]([CH3:3])[CH3:2])=[O:11]. (4) Given the reactants [CH:1]([O:4][C:5]1[CH:13]=[CH:12][CH:11]=[C:10]([CH2:14][CH2:15][CH2:16][CH2:17][CH2:18][CH2:19][CH2:20][CH2:21][CH2:22][CH2:23][CH2:24][CH2:25][CH2:26][CH2:27][CH3:28])[C:6]=1[C:7](Cl)=[O:8])([CH3:3])[CH3:2].[NH2:29][C:30]1[CH:31]=[CH:32][C:33]([N+:40]([O-:42])=[O:41])=[C:34]([C:36]([F:39])([F:38])[F:37])[CH:35]=1.C(N(CC)CC)C, predict the reaction product. The product is: [CH:1]([O:4][C:5]1[CH:13]=[CH:12][CH:11]=[C:10]([CH2:14][CH2:15][CH2:16][CH2:17][CH2:18][CH2:19][CH2:20][CH2:21][CH2:22][CH2:23][CH2:24][CH2:25][CH2:26][CH2:27][CH3:28])[C:6]=1[C:7]([NH:29][C:30]1[CH:31]=[CH:32][C:33]([N+:40]([O-:42])=[O:41])=[C:34]([C:36]([F:37])([F:38])[F:39])[CH:35]=1)=[O:8])([CH3:3])[CH3:2]. (5) The product is: [Cl:27][C:28]1[CH:29]=[C:30]([CH:31]=[C:32]([F:40])[C:33]=1[CH2:34][N:35]1[CH2:39][CH2:38][CH2:37][CH2:36]1)[O:12][C@H:13]1[CH2:16][C@H:15]([CH2:17][N:18]([CH3:19])[C:20](=[O:21])[O:22][C:23]([CH3:26])([CH3:25])[CH3:24])[CH2:14]1. Given the reactants NC[C@@H]1C[C@H](O)C1.CS([O:12][C@H:13]1[CH2:16][C@@H:15]([CH2:17][N:18]([C:20]([O:22][C:23]([CH3:26])([CH3:25])[CH3:24])=[O:21])[CH3:19])[CH2:14]1)(=O)=O.[Cl:27][C:28]1[CH:29]=[C:30](O)[CH:31]=[C:32]([F:40])[C:33]=1[CH2:34][N:35]1[CH2:39][CH2:38][CH2:37][CH2:36]1.C([O-])([O-])=O.[Cs+].[Cs+], predict the reaction product. (6) Given the reactants [OH:1][C:2]1[CH:9]=[C:8]([OH:10])[CH:7]=[CH:6][C:3]=1[CH:4]=[O:5].[CH:11](=[O:23])[CH2:12][CH2:13][CH2:14][CH2:15][CH2:16][CH2:17][CH2:18][CH2:19][CH2:20][CH2:21][CH3:22].[Cl-].[Ca+2].[Cl-].CO.[OH-].[K+].Cl, predict the reaction product. The product is: [OH:1][C:2]1[C:9]([CH:11]([OH:23])[CH2:12][CH2:13][CH2:14][CH2:15][CH2:16][CH2:17][CH2:18][CH2:19][CH2:20][CH2:21][CH3:22])=[C:8]([OH:10])[CH:7]=[CH:6][C:3]=1[CH:4]=[O:5].[OH:1][C:2]1[CH:9]=[C:8]([OH:10])[CH:7]=[CH:6][C:3]=1[CH:4]=[O:5]. (7) Given the reactants [NH2:1][C@@H:2]1[CH2:6][CH2:5][N:4]([C:7](OC(C)(C)C)=O)[CH2:3]1.C([N:16](CC)CC)C.[F:21][C:22]([F:34])([F:33])[C:23]1[CH:24]=[C:25]([S:29](Cl)(=[O:31])=[O:30])[CH:26]=[CH:27][CH:28]=1.CCN(C(C)C)C(C)C.BrC#N, predict the reaction product. The product is: [C:7]([N:4]1[CH2:5][CH2:6][C@@H:2]([NH:1][S:29]([C:25]2[CH:26]=[CH:27][CH:28]=[C:23]([C:22]([F:34])([F:33])[F:21])[CH:24]=2)(=[O:31])=[O:30])[CH2:3]1)#[N:16].